From a dataset of Full USPTO retrosynthesis dataset with 1.9M reactions from patents (1976-2016). Predict the reactants needed to synthesize the given product. (1) Given the product [CH2:20]([C:19]1[C:14]([NH:13][CH:5]2[C:6]3[C:11](=[CH:10][CH:9]=[CH:8][CH:7]=3)[CH2:12][CH:4]2[OH:3])=[N:15][C:16]([CH2:23][CH3:24])=[C:17]([NH:30][C:29]2[CH:31]=[CH:32][C:26]([CH3:25])=[CH:27][CH:28]=2)[N:18]=1)[CH3:21], predict the reactants needed to synthesize it. The reactants are: C([O:3][C@H:4]1[CH2:12][C:11]2[C:6](=[CH:7][CH:8]=[CH:9][CH:10]=2)[C@H:5]1[NH:13][C:14]1[C:19]([CH2:20][CH3:21])=[N:18][C:17](I)=[C:16]([CH2:23][CH3:24])[N:15]=1)C.[CH3:25][C:26]1[CH:32]=[CH:31][C:29]([NH2:30])=[CH:28][CH:27]=1.C(P(C(C)(C)C)C1C=CC=CC=1C1C=CC=CC=1)(C)(C)C.CC(C)([O-])C.[Na+]. (2) The reactants are: [CH3:1][C:2]1[C:7]([CH3:8])=[C:6]([O:9][CH2:10][CH2:11][C:12]2([CH2:17][CH2:18][CH3:19])[O:16][CH2:15][CH2:14][O:13]2)[CH:5]=[CH:4][N+:3]=1[O-]. Given the product [C:12]([O:16][CH2:1][C:2]1[C:7]([CH3:8])=[C:6]([O:9][CH2:10][CH2:11][C:12]2([CH2:17][CH2:18][CH3:19])[O:16][CH2:15][CH2:14][O:13]2)[CH:5]=[CH:4][N:3]=1)(=[O:13])[CH3:11], predict the reactants needed to synthesize it. (3) Given the product [CH3:1][N:2]1[C:6]([NH:7][C:8]2[N:9]=[CH:10][C:11]3[C:16]([CH:17]=2)=[CH:15][C:14]([C:18]([OH:20])=[O:19])=[CH:13][CH:12]=3)=[CH:5][C:4]([CH3:22])=[N:3]1, predict the reactants needed to synthesize it. The reactants are: [CH3:1][N:2]1[C:6]([NH:7][C:8]2[N:9]=[CH:10][C:11]3[C:16]([CH:17]=2)=[CH:15][C:14]([C:18]([O:20]C)=[O:19])=[CH:13][CH:12]=3)=[CH:5][C:4]([CH3:22])=[N:3]1.[Li+].[OH-].Cl. (4) The reactants are: [F:1][C:2]1[CH:3]=[C:4]([N:23]2[CH2:27][CH:26]([CH2:28][OH:29])[O:25][C:24]2=[O:30])[CH:5]=[CH:6][C:7]=1[C:8]1[CH:9]=[N:10][C:11]([NH:14][C:15]2[N:16]=[N:17][N:18](COC)[CH:19]=2)=[CH:12][CH:13]=1.Cl. Given the product [NH:18]1[CH:19]=[C:15]([NH:14][C:11]2[N:10]=[CH:9][C:8]([C:7]3[CH:6]=[CH:5][C:4]([N:23]4[CH2:27][CH:26]([CH2:28][OH:29])[O:25][C:24]4=[O:30])=[CH:3][C:2]=3[F:1])=[CH:13][CH:12]=2)[N:16]=[N:17]1, predict the reactants needed to synthesize it. (5) Given the product [Br:28][CH2:15][C:1]1[CH:2]=[CH:3][C:4]([P:7](=[O:14])([O:8][CH2:9][CH3:10])[O:11][CH2:12][CH3:13])=[CH:5][CH:6]=1, predict the reactants needed to synthesize it. The reactants are: [C:1]1([CH3:15])[CH:6]=[CH:5][C:4]([P:7](=[O:14])([O:11][CH2:12][CH3:13])[O:8][CH2:9][CH3:10])=[CH:3][CH:2]=1.N(C(C)(C)C#N)=NC(C)(C)C#N.[Br:28]N1C(=O)CCC1=O. (6) Given the product [N+:12]([C:8]1[CH:7]=[C:6]([C@@H:4]([NH2:1])[CH3:5])[CH:11]=[CH:10][CH:9]=1)([O-:14])=[O:13], predict the reactants needed to synthesize it. The reactants are: [N:1]([C@H:4]([C:6]1[CH:11]=[CH:10][CH:9]=[C:8]([N+:12]([O-:14])=[O:13])[CH:7]=1)[CH3:5])=[N+]=[N-].C1(P(C2C=CC=CC=2)C2C=CC=CC=2)C=CC=CC=1.